This data is from Catalyst prediction with 721,799 reactions and 888 catalyst types from USPTO. The task is: Predict which catalyst facilitates the given reaction. (1) Reactant: CC(C)([O-])C.[Na+].C(P(C(C)(C)C)C(C)(C)C)(C)(C)C.[NH:20]1[CH2:25][CH2:24][CH:23]([C:26]([O:28][CH2:29][CH3:30])=[O:27])[CH2:22][CH2:21]1.Br[C:32]1[CH:37]=[CH:36][C:35]([O:38][CH:39]([F:41])[F:40])=[CH:34][CH:33]=1. Product: [F:40][CH:39]([F:41])[O:38][C:35]1[CH:36]=[CH:37][C:32]([N:20]2[CH2:25][CH2:24][CH:23]([C:26]([O:28][CH2:29][CH3:30])=[O:27])[CH2:22][CH2:21]2)=[CH:33][CH:34]=1. The catalyst class is: 493. (2) Reactant: C([NH:5][S:6]([C:9]1[CH:14]=[CH:13][CH:12]=[C:11]([C:15]2[N:19]=[CH:18][N:17]([C:20]3[CH:25]=[C:24]([C:26]([F:29])([F:28])[F:27])[CH:23]=[C:22]([C:30]4[CH:35]=[CH:34][C:33]([C:36]([F:39])([F:38])[F:37])=[CH:32][CH:31]=4)[N:21]=3)[N:16]=2)[CH:10]=1)(=[O:8])=[O:7])(C)(C)C.C(O)(C(F)(F)F)=O. Product: [F:29][C:26]([F:27])([F:28])[C:24]1[CH:23]=[C:22]([C:30]2[CH:31]=[CH:32][C:33]([C:36]([F:39])([F:38])[F:37])=[CH:34][CH:35]=2)[N:21]=[C:20]([N:17]2[CH:18]=[N:19][C:15]([C:11]3[CH:10]=[C:9]([S:6]([NH2:5])(=[O:8])=[O:7])[CH:14]=[CH:13][CH:12]=3)=[N:16]2)[CH:25]=1. The catalyst class is: 4. (3) Reactant: Cl[C:2]1[CH:7]=[CH:6][C:5]([NH:8][C:9]([NH:11][C:12]2[CH:17]=[CH:16][CH:15]=[C:14]([C:18]3[CH:23]=[CH:22][CH:21]=[C:20]([N:24]4[CH2:28][CH2:27][CH2:26][CH2:25]4)[N:19]=3)[CH:13]=2)=[O:10])=[CH:4][CH:3]=1.[F:29][C:30]([F:39])([F:38])C1C=CC(N)=CC=1.CCN(C(C)C)C(C)C. Product: [N:24]1([C:20]2[N:19]=[C:18]([C:14]3[CH:13]=[C:12]([NH:11][C:9]([NH:8][C:5]4[CH:6]=[CH:7][C:2]([C:30]([F:39])([F:38])[F:29])=[CH:3][CH:4]=4)=[O:10])[CH:17]=[CH:16][CH:15]=3)[CH:23]=[CH:22][CH:21]=2)[CH2:28][CH2:27][CH2:26][CH2:25]1. The catalyst class is: 3. (4) Reactant: [CH2:1]([O:8][C:9]1[CH:14]=[CH:13][C:12]([N+:15]([O-])=O)=[CH:11][C:10]=1[Cl:18])[C:2]1[CH:7]=[CH:6][CH:5]=[CH:4][CH:3]=1. Product: [CH2:1]([O:8][C:9]1[CH:14]=[CH:13][C:12]([NH2:15])=[CH:11][C:10]=1[Cl:18])[C:2]1[CH:3]=[CH:4][CH:5]=[CH:6][CH:7]=1. The catalyst class is: 180.